The task is: Predict the reactants needed to synthesize the given product.. This data is from Full USPTO retrosynthesis dataset with 1.9M reactions from patents (1976-2016). (1) Given the product [F:1][C:2]1[CH:7]=[CH:6][C:5]([CH3:8])=[CH:4][C:3]=1[NH:9][C:10]([NH:12][C:13]1[CH:37]=[CH:36][C:16]([O:17][C:18]2[CH:23]=[CH:22][N:21]=[C:20]3[CH:24]=[C:25]([C:27]([NH:29][CH2:30][CH2:31][C:32]([OH:34])=[O:33])=[O:28])[S:26][C:19]=23)=[CH:15][CH:14]=1)=[O:11], predict the reactants needed to synthesize it. The reactants are: [F:1][C:2]1[CH:7]=[CH:6][C:5]([CH3:8])=[CH:4][C:3]=1[NH:9][C:10]([NH:12][C:13]1[CH:37]=[CH:36][C:16]([O:17][C:18]2[CH:23]=[CH:22][N:21]=[C:20]3[CH:24]=[C:25]([C:27]([NH:29][CH2:30][CH2:31][C:32]([O:34]C)=[O:33])=[O:28])[S:26][C:19]=23)=[CH:15][CH:14]=1)=[O:11].C1COCC1.CO.[OH-].[Na+].Cl. (2) Given the product [CH:19]1([C:17]([NH:16][C:14]2[N:15]=[C:10]3[CH:9]=[CH:8][C:7]([O:6][C:5]4[CH:22]=[CH:23][C:2]([NH:1][C:39]([C:36]5[N+:37]([O-:38])=[C:32]([C:29]6[CH:30]=[CH:31][C:26]([F:25])=[CH:27][CH:28]=6)[C:33]([CH3:42])=[CH:34][CH:35]=5)=[O:40])=[C:3]([F:60])[CH:4]=4)=[CH:12][N:11]3[CH:13]=2)=[O:18])[CH2:21][CH2:20]1, predict the reactants needed to synthesize it. The reactants are: [NH2:1][C:2]1[CH:23]=[CH:22][C:5]([O:6][C:7]2[CH:8]=[CH:9][C:10]3[N:11]([CH:13]=[C:14]([NH:16][C:17]([CH:19]4[CH2:21][CH2:20]4)=[O:18])[N:15]=3)[CH:12]=2)=[C:4](F)[CH:3]=1.[F:25][C:26]1[CH:31]=[CH:30][C:29]([C:32]2[C:33]([CH3:42])=[CH:34][CH:35]=[C:36]([C:39](O)=[O:40])[N+:37]=2[O-:38])=[CH:28][CH:27]=1.CN(C(ON1N=NC2C=CC=NC1=2)=[N+](C)C)C.[F:60][P-](F)(F)(F)(F)F.C(N(CC)C(C)C)(C)C. (3) Given the product [F:40][C:37]1[CH:36]=[CH:35][C:34]([S:31]([CH:15]([NH:16][CH2:17][C:18]2[CH:19]=[CH:20][C:21]([C:24]([CH3:29])([CH3:30])[CH2:25][CH2:26][CH2:27][CH3:28])=[CH:22][CH:23]=2)[C:11]2[N:10]=[C:9]([NH:8][CH2:41][C:42]([OH:44])=[O:43])[CH:14]=[CH:13][CH:12]=2)(=[O:33])=[O:32])=[CH:39][CH:38]=1, predict the reactants needed to synthesize it. The reactants are: C(OC([N:8]([CH2:41][C:42]([O:44]C(C)(C)C)=[O:43])[C:9]1[CH:14]=[CH:13][CH:12]=[C:11]([CH:15]([S:31]([C:34]2[CH:39]=[CH:38][C:37]([F:40])=[CH:36][CH:35]=2)(=[O:33])=[O:32])[NH:16][CH2:17][C:18]2[CH:23]=[CH:22][C:21]([C:24]([CH3:30])([CH3:29])[CH2:25][CH2:26][CH2:27][CH3:28])=[CH:20][CH:19]=2)[N:10]=1)=O)(C)(C)C.Cl.O1CCOCC1. (4) The reactants are: [CH2:1]([O:3][C:4]([C:6]1[N:7]([CH3:16])[N:8]=[C:9]([C:12]([CH3:15])([CH3:14])[CH3:13])[C:10]=1Br)=[O:5])[CH3:2].[C:17](C(O[Na])=O)([F:20])([F:19])[F:18].CN(C=O)C.C1(C)C=CC=CC=1. Given the product [CH2:1]([O:3][C:4]([C:6]1[N:7]([CH3:16])[N:8]=[C:9]([C:12]([CH3:15])([CH3:14])[CH3:13])[C:10]=1[C:17]([F:20])([F:19])[F:18])=[O:5])[CH3:2], predict the reactants needed to synthesize it. (5) Given the product [Si:5]([O:8][CH:9]1[CH2:10][CH:11]([NH2:18])[CH2:12][CH:13]([NH2:15])[CH2:14]1)([C:1]([CH3:4])([CH3:3])[CH3:2])([CH3:7])[CH3:6], predict the reactants needed to synthesize it. The reactants are: [C:1]([Si:5]([O:8][CH:9]1[CH2:14][CH:13]([N:15]=[N+]=[N-])[CH2:12][CH:11]([N:18]=[N+]=[N-])[CH2:10]1)([CH3:7])[CH3:6])([CH3:4])([CH3:3])[CH3:2]. (6) Given the product [CH3:1][C:2]1([CH3:16])[CH2:7][O:6][C:5]2([CH2:12][CH2:11][CH2:10][C:9](=[N:18][OH:19])[C:8]2([CH3:15])[CH3:14])[O:4][CH2:3]1, predict the reactants needed to synthesize it. The reactants are: [CH3:1][C:2]1([CH3:16])[CH2:7][O:6][C:5]2([CH2:12][CH2:11][CH2:10][C:9](=O)[C:8]2([CH3:15])[CH3:14])[O:4][CH2:3]1.Cl.[NH2:18][OH:19]. (7) Given the product [CH3:10][O:11][C:12](=[O:42])[CH2:13][O:14][C:15]1[CH:20]=[CH:19][C:18]([O:21][CH2:22][C:23]#[C:24][C:25]2[CH:30]=[C:29]([C:31]#[C:32][CH2:33][N:34]3[CH2:39][CH2:38][O:37][CH2:36][CH2:35]3)[CH:28]=[C:27]([C:9]#[C:8][C:5]3[CH:6]=[CH:7][C:2]([Cl:1])=[CH:3][CH:4]=3)[CH:26]=2)=[CH:17][C:16]=1[CH3:41], predict the reactants needed to synthesize it. The reactants are: [Cl:1][C:2]1[CH:7]=[CH:6][C:5]([C:8]#[CH:9])=[CH:4][CH:3]=1.[CH3:10][O:11][C:12](=[O:42])[CH2:13][O:14][C:15]1[CH:20]=[CH:19][C:18]([O:21][CH2:22][C:23]#[C:24][C:25]2[CH:30]=[C:29]([C:31]#[C:32][CH2:33][N:34]3[CH2:39][CH2:38][O:37][CH2:36][CH2:35]3)[CH:28]=[C:27](Br)[CH:26]=2)=[CH:17][C:16]=1[CH3:41]. (8) Given the product [Cl:1][C:2]1[N:3]=[CH:4][C:5]2[N:9]([CH2:10][C:11]([CH3:20])([O:13][CH:14]3[CH2:19][CH2:18][CH2:17][CH2:16][O:15]3)[CH3:12])[C:28](=[O:29])[CH:23]3[CH2:24][O:25][CH2:26][CH2:27][N:22]3[C:6]=2[N:7]=1, predict the reactants needed to synthesize it. The reactants are: [Cl:1][C:2]1[N:7]=[C:6](Cl)[C:5]([NH:9][CH2:10][C:11]([CH3:20])([O:13][CH:14]2[CH2:19][CH2:18][CH2:17][CH2:16][O:15]2)[CH3:12])=[CH:4][N:3]=1.Cl.[NH:22]1[CH2:27][CH2:26][O:25][CH2:24][CH:23]1[C:28](O)=[O:29].C(N(C(C)C)CC)(C)C.O. (9) Given the product [CH3:1][O:2][C:3](=[O:24])[CH2:4][C:5]1[CH:6]=[C:7]([C:12]2[CH:17]=[CH:16][C:15]([C:18]([F:19])([F:21])[F:20])=[CH:14][C:13]=2[CH2:22][NH:29][CH2:28][C:27]([F:31])([F:30])[F:26])[C:8]([F:11])=[CH:9][CH:10]=1, predict the reactants needed to synthesize it. The reactants are: [CH3:1][O:2][C:3](=[O:24])[CH2:4][C:5]1[CH:6]=[C:7]([C:12]2[CH:17]=[CH:16][C:15]([C:18]([F:21])([F:20])[F:19])=[CH:14][C:13]=2[CH:22]=O)[C:8]([F:11])=[CH:9][CH:10]=1.Cl.[F:26][C:27]([F:31])([F:30])[CH2:28][NH2:29]. (10) The reactants are: C=O.[C:3](=O)([O-])[O-:4].[K+].[K+].[CH3:9][O:10][C:11]([C:13]1([CH2:20][C:21]2[CH:26]=[CH:25][C:24]([Cl:27])=[CH:23][CH:22]=2)[CH2:17][CH2:16][CH:15]([CH3:18])[C:14]1=[O:19])=[O:12]. Given the product [CH3:9][O:10][C:11]([C:13]1([CH2:20][C:21]2[CH:22]=[CH:23][C:24]([Cl:27])=[CH:25][CH:26]=2)[CH2:17][CH2:16][C:15]([CH2:3][OH:4])([CH3:18])[C:14]1=[O:19])=[O:12], predict the reactants needed to synthesize it.